Dataset: Forward reaction prediction with 1.9M reactions from USPTO patents (1976-2016). Task: Predict the product of the given reaction. (1) Given the reactants C(NC(C)C)(C)C.C([Li])CCC.CCCCCC.[Br:19][C:20]1[CH:21]=[C:22]([CH2:32][C:33]([O:35][CH3:36])=[O:34])[CH:23]=[CH:24][C:25]=1[S:26]([CH:29]1[CH2:31][CH2:30]1)(=[O:28])=[O:27].I[CH2:38][C@H:39]1[CH2:59][CH2:58][C:41]2([O:45][C@H:44]([C:46]3[CH:51]=[CH:50][CH:49]=[CH:48][CH:47]=3)[C@@H:43]([C:52]3[CH:57]=[CH:56][CH:55]=[CH:54][CH:53]=3)[O:42]2)[CH2:40]1, predict the reaction product. The product is: [Br:19][C:20]1[CH:21]=[C:22]([CH:32]([CH2:38][C@H:39]2[CH2:59][CH2:58][C:41]3([O:45][C@H:44]([C:46]4[CH:51]=[CH:50][CH:49]=[CH:48][CH:47]=4)[C@@H:43]([C:52]4[CH:57]=[CH:56][CH:55]=[CH:54][CH:53]=4)[O:42]3)[CH2:40]2)[C:33]([O:35][CH3:36])=[O:34])[CH:23]=[CH:24][C:25]=1[S:26]([CH:29]1[CH2:31][CH2:30]1)(=[O:28])=[O:27]. (2) Given the reactants [Cl:1][C:2]1[CH:7]=[C:6]([Cl:8])[CH:5]=[CH:4][C:3]=1[C:9]1([C:12]([N:14]2[CH2:18][CH2:17][CH:16]([OH:19])[CH2:15]2)=[O:13])[CH2:11][CH2:10]1.CC(C)=O, predict the reaction product. The product is: [Cl:1][C:2]1[CH:7]=[C:6]([Cl:8])[CH:5]=[CH:4][C:3]=1[C:9]1([C:12]([N:14]2[CH2:18][CH2:17][C:16](=[O:19])[CH2:15]2)=[O:13])[CH2:11][CH2:10]1. (3) Given the reactants O[C:2]([C:17]1[CH:18]=[C:19]([NH:23][C:24](=[O:28])[O:25][CH2:26][CH3:27])[CH:20]=[CH:21][CH:22]=1)([C:4]1[C:9](=[O:10])[CH:8]=[CH:7][N:6]([C:11]2[CH:16]=[CH:15][CH:14]=[CH:13][CH:12]=2)[N:5]=1)[CH3:3].C(O)(C(F)(F)F)=O, predict the reaction product. The product is: [O:10]=[C:9]1[CH:8]=[CH:7][N:6]([C:11]2[CH:16]=[CH:15][CH:14]=[CH:13][CH:12]=2)[N:5]=[C:4]1[C:2]([C:17]1[CH:18]=[C:19]([NH:23][C:24](=[O:28])[O:25][CH2:26][CH3:27])[CH:20]=[CH:21][CH:22]=1)=[CH2:3]. (4) Given the reactants [Cl:1][C:2]1[CH:7]=[CH:6][C:5]([CH:8]2[C:21]3[C:20](=[O:22])[C:19]4[CH:23]=[CH:24][CH:25]=[CH:26][C:18]=4[C:17](=[O:27])[C:16]=3[NH:15][C:14]3[CH2:13][CH2:12][CH2:11][C:10](=[O:28])[C:9]2=3)=[CH:4][CH:3]=1.CI.[C:31](=O)([O-])[O-].[K+].[K+], predict the reaction product. The product is: [Cl:1][C:2]1[CH:3]=[CH:4][C:5]([CH:8]2[C:21]3[C:20](=[O:22])[C:19]4[CH:23]=[CH:24][CH:25]=[CH:26][C:18]=4[C:17](=[O:27])[C:16]=3[N:15]([CH3:31])[C:14]3[CH2:13][CH2:12][CH2:11][C:10](=[O:28])[C:9]2=3)=[CH:6][CH:7]=1.